From a dataset of NCI-60 drug combinations with 297,098 pairs across 59 cell lines. Regression. Given two drug SMILES strings and cell line genomic features, predict the synergy score measuring deviation from expected non-interaction effect. (1) Drug 1: CCN(CC)CCNC(=O)C1=C(NC(=C1C)C=C2C3=C(C=CC(=C3)F)NC2=O)C. Drug 2: C#CCC(CC1=CN=C2C(=N1)C(=NC(=N2)N)N)C3=CC=C(C=C3)C(=O)NC(CCC(=O)O)C(=O)O. Cell line: MOLT-4. Synergy scores: CSS=68.8, Synergy_ZIP=3.02, Synergy_Bliss=1.06, Synergy_Loewe=-39.1, Synergy_HSA=-5.83. (2) Drug 1: CN1CCC(CC1)COC2=C(C=C3C(=C2)N=CN=C3NC4=C(C=C(C=C4)Br)F)OC. Drug 2: CCN(CC)CCCC(C)NC1=C2C=C(C=CC2=NC3=C1C=CC(=C3)Cl)OC. Cell line: EKVX. Synergy scores: CSS=45.4, Synergy_ZIP=-0.346, Synergy_Bliss=3.13, Synergy_Loewe=6.33, Synergy_HSA=8.58. (3) Drug 1: CC1CCC2CC(C(=CC=CC=CC(CC(C(=O)C(C(C(=CC(C(=O)CC(OC(=O)C3CCCCN3C(=O)C(=O)C1(O2)O)C(C)CC4CCC(C(C4)OC)O)C)C)O)OC)C)C)C)OC. Drug 2: CNC(=O)C1=NC=CC(=C1)OC2=CC=C(C=C2)NC(=O)NC3=CC(=C(C=C3)Cl)C(F)(F)F. Cell line: MDA-MB-231. Synergy scores: CSS=5.05, Synergy_ZIP=2.75, Synergy_Bliss=6.95, Synergy_Loewe=-4.62, Synergy_HSA=1.54. (4) Synergy scores: CSS=4.67, Synergy_ZIP=-3.78, Synergy_Bliss=-7.38, Synergy_Loewe=-0.322, Synergy_HSA=-5.95. Drug 1: C1CC(=O)NC(=O)C1N2CC3=C(C2=O)C=CC=C3N. Drug 2: CS(=O)(=O)CCNCC1=CC=C(O1)C2=CC3=C(C=C2)N=CN=C3NC4=CC(=C(C=C4)OCC5=CC(=CC=C5)F)Cl. Cell line: NCI-H460. (5) Drug 1: CC12CCC(CC1=CCC3C2CCC4(C3CC=C4C5=CN=CC=C5)C)O. Drug 2: CNC(=O)C1=CC=CC=C1SC2=CC3=C(C=C2)C(=NN3)C=CC4=CC=CC=N4. Cell line: COLO 205. Synergy scores: CSS=6.15, Synergy_ZIP=3.83, Synergy_Bliss=11.3, Synergy_Loewe=5.45, Synergy_HSA=5.95. (6) Drug 1: C1=NC2=C(N=C(N=C2N1C3C(C(C(O3)CO)O)O)F)N. Drug 2: CC1C(C(CC(O1)OC2CC(OC(C2O)C)OC3=CC4=CC5=C(C(=O)C(C(C5)C(C(=O)C(C(C)O)O)OC)OC6CC(C(C(O6)C)O)OC7CC(C(C(O7)C)O)OC8CC(C(C(O8)C)O)(C)O)C(=C4C(=C3C)O)O)O)O. Cell line: COLO 205. Synergy scores: CSS=67.0, Synergy_ZIP=-5.56, Synergy_Bliss=1.22, Synergy_Loewe=-6.13, Synergy_HSA=1.36.